From a dataset of Reaction yield outcomes from USPTO patents with 853,638 reactions. Predict the reaction yield, written as a fraction of the theoretical maximum amount of product (1.0 means a 100% yield; for example, 0.34 means a 34% yield). The reactants are [CH2:1]([N:8]1[CH2:15][C@:14]2([O:16][CH3:17])[C@@H:10]([CH2:11][NH:12][CH2:13]2)[CH2:9]1)[C:2]1[CH:7]=[CH:6][CH:5]=[CH:4][CH:3]=1.[C:18](O[C:18]([O:20][C:21]([CH3:24])([CH3:23])[CH3:22])=[O:19])([O:20][C:21]([CH3:24])([CH3:23])[CH3:22])=[O:19].C(N(CC)CC)C. The catalyst is C(#N)C.CN(C1C=CN=CC=1)C. The product is [CH2:1]([N:8]1[CH2:15][C@:14]2([O:16][CH3:17])[CH2:13][N:12]([C:18]([O:20][C:21]([CH3:24])([CH3:23])[CH3:22])=[O:19])[CH2:11][C@@H:10]2[CH2:9]1)[C:2]1[CH:3]=[CH:4][CH:5]=[CH:6][CH:7]=1. The yield is 0.160.